Dataset: Peptide-MHC class II binding affinity with 134,281 pairs from IEDB. Task: Regression. Given a peptide amino acid sequence and an MHC pseudo amino acid sequence, predict their binding affinity value. This is MHC class II binding data. (1) The peptide sequence is WFVRNPFFAVTALTI. The MHC is DRB5_0101 with pseudo-sequence DRB5_0101. The binding affinity (normalized) is 0.650. (2) The peptide sequence is VKDLKKIITRISAVS. The MHC is DRB1_1501 with pseudo-sequence DRB1_1501. The binding affinity (normalized) is 0.456. (3) The peptide sequence is AFNVENGNATPQLTK. The MHC is HLA-DQA10501-DQB10201 with pseudo-sequence HLA-DQA10501-DQB10201. The binding affinity (normalized) is 0.145. (4) The peptide sequence is ADLGYGPATPAAPAA. The MHC is HLA-DQA10501-DQB10201 with pseudo-sequence HLA-DQA10501-DQB10201. The binding affinity (normalized) is 0.107.